From a dataset of Reaction yield outcomes from USPTO patents with 853,638 reactions. Predict the reaction yield, written as a fraction of the theoretical maximum amount of product (1.0 means a 100% yield; for example, 0.34 means a 34% yield). (1) The reactants are [Br:1][C:2]1[CH:7]=[CH:6][CH:5]=[CH:4][C:3]=1[CH:8](O)[C:9]#[C:10][C:11]1[CH:16]=[CH:15][CH:14]=[CH:13][CH:12]=1. The catalyst is ClCCCl. The product is [Br:1][C:2]1[CH:7]=[CH:6][CH:5]=[CH:4][C:3]=1[CH2:8][C:9]#[C:10][C:11]1[CH:12]=[CH:13][CH:14]=[CH:15][CH:16]=1. The yield is 0.600. (2) The reactants are [H-].[Na+].[CH3:3][N:4]([CH:6]=O)[CH3:5].[F:8][C:9]1[CH:18]=[CH:17][C:16]([O:19][CH2:20][CH2:21][CH3:22])=C2[C:10]=1[C:11](=[O:31])[C:12]([C:23]1[CH:28]=[CH:27][C:26]([O:29][CH3:30])=[CH:25][CH:24]=1)=CN2.CI. The catalyst is C(OCC)(=O)C.O. The product is [F:8][C:9]1[CH:18]=[CH:17][C:16]([O:19][CH2:20][CH2:21][CH3:22])=[C:5]2[C:10]=1[C:11](=[O:31])[C:12]([C:23]1[CH:28]=[CH:27][C:26]([O:29][CH3:30])=[CH:25][CH:24]=1)=[CH:6][N:4]2[CH3:3]. The yield is 0.720. (3) The reactants are Br[C:2]1[CH:23]=[CH:22][C:5]2[C:6]3[N:7]=[C:8]([C:14]4[N:15]([CH:19]([CH3:21])[CH3:20])[N:16]=[CH:17][N:18]=4)[S:9][C:10]=3[CH2:11][CH2:12][O:13][C:4]=2[CH:3]=1.[B:24]1([B:24]2[O:29][CH2:28][C:27]([CH3:31])([CH3:30])[CH2:26][O:25]2)[O:29][CH2:28][C:27]([CH3:31])([CH3:30])[CH2:26][O:25]1.C([O-])(=O)C.[K+].C. The catalyst is O1CCOCC1.C(Cl)Cl. The product is [CH3:30][C:27]1([CH3:31])[CH2:28][O:29][B:24]([C:2]2[CH:23]=[CH:22][C:5]3[C:6]4[N:7]=[C:8]([C:14]5[N:15]([CH:19]([CH3:21])[CH3:20])[N:16]=[CH:17][N:18]=5)[S:9][C:10]=4[CH2:11][CH2:12][O:13][C:4]=3[CH:3]=2)[O:25][CH2:26]1. The yield is 0.910. (4) The reactants are [O:1]1[C:5]2([CH2:10][CH2:9][CH2:8][CH2:7][CH2:6]2)[O:4][CH2:3][C@@H:2]1[C:11]1[N:15]=[C:14]([NH:16][C:17]2[N:22]=[CH:21][C:20]([S:23][CH2:24][CH2:25][C:26](OC)=O)=[CH:19][C:18]=2[O:30][C:31]2[C:32]([CH3:37])=[N:33][CH:34]=[CH:35][CH:36]=2)[S:13][N:12]=1.[CH3:38]C([O-])(C)C.[K+].BrCC1CC1.CN(C=O)C. The catalyst is C1COCC1.CCOC(C)=O. The product is [CH:25]1([CH2:24][S:23][C:20]2[CH:19]=[C:18]([O:30][C:31]3[C:32]([CH3:37])=[N:33][CH:34]=[CH:35][CH:36]=3)[C:17]([NH:16][C:14]3[S:13][N:12]=[C:11]([C@H:2]4[CH2:3][O:4][C:5]5([CH2:6][CH2:7][CH2:8][CH2:9][CH2:10]5)[O:1]4)[N:15]=3)=[N:22][CH:21]=2)[CH2:38][CH2:26]1. The yield is 0.745. (5) The reactants are [CH3:1][O:2][C:3]1[CH:4]=[CH:5][C:6]2[O:10][C:9](=[O:11])[NH:8][C:7]=2[CH:12]=1.[H-].[Na+].Br[CH2:16][C:17]([O:19][CH2:20][CH3:21])=[O:18].FC(F)(F)C(O)=O. The catalyst is O1CCCC1.CC#N.O. The product is [CH3:1][O:2][C:3]1[CH:4]=[CH:5][C:6]2[O:10][C:9](=[O:11])[N:8]([CH2:16][C:17]([O:19][CH2:20][CH3:21])=[O:18])[C:7]=2[CH:12]=1. The yield is 0.830. (6) The reactants are [Cl:1][C:2]1[CH:7]=[CH:6][C:5]([CH2:8][C:9]([OH:11])=O)=[CH:4][C:3]=1[C:12]([F:15])([F:14])[F:13].[F:16][C:17]1[CH:22]=[CH:21][C:20]([N:23]2[C:31]3[CH2:30][CH2:29][CH2:28][NH:27][C:26]=3[CH:25]=[N:24]2)=[CH:19][CH:18]=1. No catalyst specified. The product is [Cl:1][C:2]1[CH:7]=[CH:6][C:5]([CH2:8][C:9]([N:27]2[CH2:28][CH2:29][CH2:30][C:31]3[N:23]([C:20]4[CH:21]=[CH:22][C:17]([F:16])=[CH:18][CH:19]=4)[N:24]=[CH:25][C:26]2=3)=[O:11])=[CH:4][C:3]=1[C:12]([F:15])([F:14])[F:13]. The yield is 0.410.